Dataset: Full USPTO retrosynthesis dataset with 1.9M reactions from patents (1976-2016). Task: Predict the reactants needed to synthesize the given product. (1) Given the product [Cl:1][C:2]1[CH:7]=[CH:6][C:5]([NH:12][CH:13]2[CH2:20][C:16]3([CH2:17][O:18][CH2:19]3)[N:15]([C:21]([O:23][C:24]([CH3:27])([CH3:26])[CH3:25])=[O:22])[CH2:14]2)=[C:4]([N+:9]([O-:11])=[O:10])[CH:3]=1, predict the reactants needed to synthesize it. The reactants are: [Cl:1][C:2]1[CH:7]=[CH:6][C:5](F)=[C:4]([N+:9]([O-:11])=[O:10])[CH:3]=1.[NH2:12][CH:13]1[CH2:20][C:16]2([CH2:19][O:18][CH2:17]2)[N:15]([C:21]([O:23][C:24]([CH3:27])([CH3:26])[CH3:25])=[O:22])[CH2:14]1.C(N(CC)CC)C. (2) Given the product [CH:20]([O:19][C:10]1[CH:11]=[CH:12][C:13]([S:15]([CH3:18])(=[O:17])=[O:16])=[CH:14][C:9]=1[C:7]([N:4]1[CH2:5][CH2:6][CH:2]([O:1][C:24]2[CH:25]=[CH:26][C:27]([N+:34]([O-:36])=[O:35])=[C:28]([C:30]([F:31])([F:33])[F:32])[CH:29]=2)[CH2:3]1)=[O:8])([CH3:22])[CH3:21], predict the reactants needed to synthesize it. The reactants are: [OH:1][CH:2]1[CH2:6][CH2:5][N:4]([C:7]([C:9]2[CH:14]=[C:13]([S:15]([CH3:18])(=[O:17])=[O:16])[CH:12]=[CH:11][C:10]=2[O:19][CH:20]([CH3:22])[CH3:21])=[O:8])[CH2:3]1.O[C:24]1[CH:25]=[CH:26][C:27]([N+:34]([O-:36])=[O:35])=[C:28]([C:30]([F:33])([F:32])[F:31])[CH:29]=1. (3) Given the product [N:13]1[N:14]([CH2:2][C:3]2[CH:8]=[CH:7][C:6]([OH:9])=[C:5]([N+:10]([O-:12])=[O:11])[CH:4]=2)[CH:15]=[C:16]2[C:21]=1[CH:20]=[CH:19][CH:18]=[CH:17]2, predict the reactants needed to synthesize it. The reactants are: Cl[CH2:2][C:3]1[CH:8]=[CH:7][C:6]([OH:9])=[C:5]([N+:10]([O-:12])=[O:11])[CH:4]=1.[NH:13]1[C:21]2[C:16](=[CH:17][CH:18]=[CH:19][CH:20]=2)[CH:15]=[N:14]1.C(=O)([O-])[O-].[K+].[K+]. (4) Given the product [O:20]1[CH:21]=[CH:22][CH:23]=[C:19]1[C:4]1[N:3]=[C:2]([NH2:1])[N:7]=[C:6]([NH:24][CH2:25][CH2:26][N:27]2[CH2:32][CH2:31][O:30][CH2:29][CH2:28]2)[C:5]=1[N+:16]([O-:18])=[O:17], predict the reactants needed to synthesize it. The reactants are: [NH2:1][C:2]1[N:7]=[C:6](OS(C(F)(F)F)(=O)=O)[C:5]([N+:16]([O-:18])=[O:17])=[C:4]([C:19]2[O:20][CH:21]=[CH:22][CH:23]=2)[N:3]=1.[NH2:24][CH2:25][CH2:26][N:27]1[CH2:32][CH2:31][O:30][CH2:29][CH2:28]1. (5) Given the product [Cl:22][C:23]1[CH:28]=[CH:27][CH:26]=[CH:25][C:24]=1[NH:29][C:30]([O:21][CH2:20][C:5]1[CH:6]=[C:7]([CH:18]=[CH:19][C:4]=1[O:3][CH2:1][CH3:2])[CH2:8][CH:9]([C:14]([O:16][CH3:17])=[O:15])[C:10]([O:12][CH3:13])=[O:11])=[O:31], predict the reactants needed to synthesize it. The reactants are: [CH2:1]([O:3][C:4]1[CH:19]=[CH:18][C:7]([CH2:8][CH:9]([C:14]([O:16][CH3:17])=[O:15])[C:10]([O:12][CH3:13])=[O:11])=[CH:6][C:5]=1[CH2:20][OH:21])[CH3:2].[Cl:22][C:23]1[CH:28]=[CH:27][CH:26]=[CH:25][C:24]=1[N:29]=[C:30]=[O:31]. (6) Given the product [F:1][C:2]1[CH:10]=[C:9]2[C:5]([C:6]([C:12]3[N:13]=[C:14]4[C:20]([C:21]([NH:43][C:37]5([CH3:36])[CH2:42][CH2:41][CH2:40][CH2:39][CH2:38]5)=[O:22])=[CH:19][NH:18][C:15]4=[N:16][CH:17]=3)=[N:7][N:8]2[CH3:11])=[CH:4][CH:3]=1, predict the reactants needed to synthesize it. The reactants are: [F:1][C:2]1[CH:10]=[C:9]2[C:5]([C:6]([C:12]3[N:13]=[C:14]4[C:20]([C:21](O)=[O:22])=[CH:19][NH:18][C:15]4=[N:16][CH:17]=3)=[N:7][N:8]2[CH3:11])=[CH:4][CH:3]=1.CCN=C=NCCCN(C)C.Cl.[CH3:36][C:37]1([NH2:43])[CH2:42][CH2:41][CH2:40][CH2:39][CH2:38]1.O. (7) Given the product [Cl:1][C:2]1[C:3]([OH:11])=[C:4]([CH:12]([OH:24])[CH2:13][CH2:14][CH2:15][CH2:16][CH2:17][CH2:18][CH2:19][CH2:20][CH2:21][CH2:22][CH3:23])[C:5]([OH:10])=[C:6]([CH:9]=1)[CH:7]=[O:8].[Cl:1][C:2]1[C:3]([OH:11])=[CH:4][C:5]([OH:10])=[C:6]([CH:9]=1)[CH:7]=[O:8], predict the reactants needed to synthesize it. The reactants are: [Cl:1][C:2]1[C:3]([OH:11])=[CH:4][C:5]([OH:10])=[C:6]([CH:9]=1)[CH:7]=[O:8].[CH:12](=[O:24])[CH2:13][CH2:14][CH2:15][CH2:16][CH2:17][CH2:18][CH2:19][CH2:20][CH2:21][CH2:22][CH3:23].[Cl-].[Ca+2].[Cl-].CO.[OH-].[K+].Cl. (8) Given the product [CH2:16]1[C:17]2[C:22](=[C:21]([O:25][C:26]3[CH:31]=[CH:30][C:29]([C:32]([NH2:33])=[O:34])=[CH:28][N:27]=3)[CH:20]=[CH:19][CH:18]=2)[CH2:23][CH2:24][NH:15]1, predict the reactants needed to synthesize it. The reactants are: FC(F)(F)C(O)=O.C(OC([N:15]1[CH2:24][CH2:23][C:22]2[C:17](=[CH:18][CH:19]=[CH:20][C:21]=2[O:25][C:26]2[CH:31]=[CH:30][C:29]([C:32](=[O:34])[NH2:33])=[CH:28][N:27]=2)[CH2:16]1)=O)(C)(C)C. (9) Given the product [CH2:34]([O:33][C:31]1[C:30](=[O:36])[NH:29][CH:28]=[C:27]([C:24]2[CH:25]=[CH:26][C:21]([CH2:20][C:19]([NH:18][C:15]3[CH:16]=[CH:17][C:12]([O:11][CH2:10][CH2:9][OH:8])=[C:13]([C:48]([F:50])([F:51])[F:49])[CH:14]=3)=[O:47])=[C:22]([F:46])[CH:23]=2)[CH:32]=1)[CH3:35], predict the reactants needed to synthesize it. The reactants are: C([O:8][CH2:9][CH2:10][O:11][C:12]1[CH:17]=[CH:16][C:15]([NH:18][C:19](=[O:47])[CH2:20][C:21]2[CH:26]=[CH:25][C:24]([C:27]3[CH:28]=[N:29][C:30]([O:36]CC4C=CC(OC)=CC=4)=[C:31]([O:33][CH2:34][CH3:35])[CH:32]=3)=[CH:23][C:22]=2[F:46])=[CH:14][C:13]=1[C:48]([F:51])([F:50])[F:49])C1C=CC=CC=1.